Dataset: Aqueous solubility values for 9,982 compounds from the AqSolDB database. Task: Regression/Classification. Given a drug SMILES string, predict its absorption, distribution, metabolism, or excretion properties. Task type varies by dataset: regression for continuous measurements (e.g., permeability, clearance, half-life) or binary classification for categorical outcomes (e.g., BBB penetration, CYP inhibition). For this dataset (solubility_aqsoldb), we predict Y. (1) The compound is c1ccc2[nH]cnc2c1. The Y is -1.77 log mol/L. (2) The compound is COC(=O)c1sccc1S(=O)(=O)NC(=O)Nc1nc(OC)nc(OC)n1. The Y is -3.19 log mol/L. (3) The compound is O=C(O)c1ccc(Cl)c([N+](=O)[O-])c1. The Y is -2.76 log mol/L. (4) The molecule is CCNc1nc(=O)nc(NC(C)C)[nH]1. The Y is -4.52 log mol/L.